Predict the reactants needed to synthesize the given product. From a dataset of Full USPTO retrosynthesis dataset with 1.9M reactions from patents (1976-2016). (1) Given the product [Cl:10][C:9]1[C:5]2[CH:4]=[CH:3][C:2]([NH:1][S:32]([CH3:31])(=[O:34])=[O:33])=[CH:30][C:6]=2[S:7][C:8]=1[C:11]([NH:13][C:14]1[CH:19]=[CH:18][CH:17]=[C:16]([C:20]([C:23]2[CH:24]=[CH:25][C:26]([F:29])=[CH:27][CH:28]=2)([CH3:22])[CH3:21])[CH:15]=1)=[O:12], predict the reactants needed to synthesize it. The reactants are: [NH2:1][C:2]1[CH:3]=[CH:4][C:5]2[C:9]([Cl:10])=[C:8]([C:11]([NH:13][C:14]3[CH:19]=[CH:18][CH:17]=[C:16]([C:20]([C:23]4[CH:28]=[CH:27][C:26]([F:29])=[CH:25][CH:24]=4)([CH3:22])[CH3:21])[CH:15]=3)=[O:12])[S:7][C:6]=2[CH:30]=1.[CH3:31][S:32](Cl)(=[O:34])=[O:33]. (2) Given the product [CH3:1][O:2][C:3]([C:5]1[S:6][C:7]([I:27])=[CH:8][C:9]=1[N:10]([CH:11]1[CH2:12][CH2:13][CH:14]([OH:17])[CH2:15][CH2:16]1)[C:18]([CH:20]1[CH2:21][CH2:22][CH:23]([CH3:26])[CH2:24][CH2:25]1)=[O:19])=[O:4], predict the reactants needed to synthesize it. The reactants are: [CH3:1][O:2][C:3]([C:5]1[S:6][C:7]([I:27])=[CH:8][C:9]=1[N:10]([C:18]([CH:20]1[CH2:25][CH2:24][CH:23]([CH3:26])[CH2:22][CH2:21]1)=[O:19])[CH:11]1[CH2:16][CH2:15][C:14](=[O:17])[CH2:13][CH2:12]1)=[O:4].C[Si](C)(C)OC1CCOC1.C([SiH](CC)CC)C.C([O-])(O)=O.[Na+]. (3) Given the product [Cl:24][C:17]1[N:16]=[C:15]2[C:20]([N:21]=[CH:22][N:14]2[C@@H:12]2[CH2:13][C@H:9]([NH:8][C:36](=[O:39])[CH2:37][CH3:38])[C@@H:10]([OH:26])[C@H:11]2[OH:25])=[C:19]([Cl:23])[N:18]=1, predict the reactants needed to synthesize it. The reactants are: FC(F)(F)C(O)=O.[NH2:8][C@H:9]1[CH2:13][C@@H:12]([N:14]2[CH:22]=[N:21][C:20]3[C:15]2=[N:16][C:17]([Cl:24])=[N:18][C:19]=3[Cl:23])[C@H:11]([OH:25])[C@@H:10]1[OH:26].CCN(C(C)C)C(C)C.[C:36](Cl)(=[O:39])[CH2:37][CH3:38]. (4) The reactants are: C(NC(C)C)(C)C.C([Li])CCC.[CH:13]1([C:19]([O:21][CH3:22])=[O:20])[CH2:18][CH2:17][CH2:16][CH2:15][CH2:14]1.[CH3:23][O:24][CH2:25]Cl. Given the product [CH3:23][O:24][CH2:25][C:13]1([C:19]([O:21][CH3:22])=[O:20])[CH2:18][CH2:17][CH2:16][CH2:15][CH2:14]1, predict the reactants needed to synthesize it. (5) The reactants are: C([NH:8][CH:9]([CH:29]([CH3:32])[CH2:30][CH3:31])[C:10]([NH:12][CH:13]([C:18]1([C:22]2[CH:27]=[CH:26][C:25]([Cl:28])=[CH:24][CH:23]=2)[CH2:21][CH2:20][CH2:19]1)[CH2:14][CH:15]([CH3:17])[CH3:16])=[O:11])(OC(C)(C)C)=O. Given the product [NH2:8][CH:9]([CH:29]([CH3:32])[CH2:30][CH3:31])[C:10]([NH:12][CH:13]([C:18]1([C:22]2[CH:23]=[CH:24][C:25]([Cl:28])=[CH:26][CH:27]=2)[CH2:21][CH2:20][CH2:19]1)[CH2:14][CH:15]([CH3:17])[CH3:16])=[O:11], predict the reactants needed to synthesize it.